From a dataset of Catalyst prediction with 721,799 reactions and 888 catalyst types from USPTO. Predict which catalyst facilitates the given reaction. (1) Reactant: [CH:1]1([NH:4][CH2:5][CH2:6][C:7]2[CH:12]=[CH:11][C:10]([N+:13]([O-:15])=[O:14])=[CH:9][CH:8]=2)[CH2:3][CH2:2]1.[CH3:16][C:17]([O:20][C:21](O[C:21]([O:20][C:17]([CH3:19])([CH3:18])[CH3:16])=[O:22])=[O:22])([CH3:19])[CH3:18].C([O-])(O)=O.[Na+]. Product: [C:17]([O:20][C:21](=[O:22])[N:4]([CH:1]1[CH2:3][CH2:2]1)[CH2:5][CH2:6][C:7]1[CH:12]=[CH:11][C:10]([N+:13]([O-:15])=[O:14])=[CH:9][CH:8]=1)([CH3:19])([CH3:18])[CH3:16]. The catalyst class is: 1. (2) Reactant: CN(C)[CH:3]=[O:4].[Br:6][C:7]1[O:11][C:10]([C:12]2[O:13][C:14]([CH3:19])=[C:15]([CH2:17]Br)[N:16]=2)=[CH:9][CH:8]=1.[C:20]([O-])(=[O:22])C.[Na+]. Product: [Br:6][C:7]1[O:11][C:10]([C:12]2[O:13][C:14]([CH3:19])=[C:15]([CH2:17][C:20]([O:4][CH3:3])=[O:22])[N:16]=2)=[CH:9][CH:8]=1. The catalyst class is: 6.